This data is from Reaction yield outcomes from USPTO patents with 853,638 reactions. The task is: Predict the reaction yield, written as a fraction of the theoretical maximum amount of product (1.0 means a 100% yield; for example, 0.34 means a 34% yield). The reactants are [Cl:1][C:2]1[CH:3]=[CH:4][C:5]([N:10]2[CH2:15][CH2:14][NH:13][CH2:12][CH2:11]2)=[C:6]([CH:9]=1)[C:7]#[N:8].N1C(C)=CC=CC=1C.[I-].[K+].Br[CH2:27][CH2:28][CH:29]=[C:30]1[C:36]2[CH:37]=[CH:38][CH:39]=[N:40][C:35]=2[CH2:34][O:33][C:32]2[CH:41]=[CH:42][C:43]([C:45]([OH:48])([CH3:47])[CH3:46])=[CH:44][C:31]1=2. The catalyst is C(O)(C)C. The product is [Cl:1][C:2]1[CH:3]=[CH:4][C:5]([N:10]2[CH2:11][CH2:12][N:13]([CH2:27][CH2:28][CH:29]=[C:30]3[C:36]4[CH:37]=[CH:38][CH:39]=[N:40][C:35]=4[CH2:34][O:33][C:32]4[CH:41]=[CH:42][C:43]([C:45]([OH:48])([CH3:47])[CH3:46])=[CH:44][C:31]3=4)[CH2:14][CH2:15]2)=[C:6]([CH:9]=1)[C:7]#[N:8]. The yield is 0.540.